This data is from Forward reaction prediction with 1.9M reactions from USPTO patents (1976-2016). The task is: Predict the product of the given reaction. The product is: [OH:49][C:47]([CH3:50])([CH3:48])[CH2:46][N:43]1[CH:44]=[CH:45][C:41]([NH:40][C:36]([CH:16]2[CH:15]([C:11]3[CH:12]=[CH:13][CH:14]=[C:9]([Cl:8])[C:10]=3[F:39])[C:19]([C:22]3[CH:27]=[CH:26][C:25]([Cl:28])=[CH:24][C:23]=3[F:29])([C:20]#[N:21])[CH:18]([CH2:30][C:31]([CH3:35])([CH3:34])[CH2:32][OH:33])[NH:17]2)=[O:37])=[N:42]1. Given the reactants FC(F)(F)C(O)=O.[Cl:8][C:9]1[C:10]([F:39])=[C:11]([CH:15]2[C:19]([C:22]3[CH:27]=[CH:26][C:25]([Cl:28])=[CH:24][C:23]=3[F:29])([C:20]#[N:21])[CH:18]([CH2:30][C:31]([CH3:35])([CH3:34])[CH2:32][OH:33])[NH:17][CH:16]2[C:36](O)=[O:37])[CH:12]=[CH:13][CH:14]=1.[NH2:40][C:41]1[CH:45]=[CH:44][N:43]([CH2:46][C:47]([CH3:50])([OH:49])[CH3:48])[N:42]=1.CCN=C=NCCCN(C)C.C1C=CC2N(O)N=NC=2C=1.CCN(CC)CC, predict the reaction product.